Dataset: Peptide-MHC class I binding affinity with 185,985 pairs from IEDB/IMGT. Task: Regression. Given a peptide amino acid sequence and an MHC pseudo amino acid sequence, predict their binding affinity value. This is MHC class I binding data. (1) The peptide sequence is SLTVTQLLRR. The MHC is Patr-A0101 with pseudo-sequence Patr-A0101. The binding affinity (normalized) is 0.575. (2) The peptide sequence is DGNVYVKF. The MHC is Mamu-B52 with pseudo-sequence Mamu-B52. The binding affinity (normalized) is 0.692. (3) The binding affinity (normalized) is 0. The peptide sequence is RSLYNTVATLY. The MHC is HLA-B42:01 with pseudo-sequence HLA-B42:01. (4) The peptide sequence is NEILIRCII. The MHC is Mamu-A11 with pseudo-sequence Mamu-A11. The binding affinity (normalized) is 0.722. (5) The peptide sequence is YLREHIRAM. The MHC is HLA-B15:01 with pseudo-sequence HLA-B15:01. The binding affinity (normalized) is 0.756. (6) The peptide sequence is ARLFGIRAK. The MHC is HLA-A11:01 with pseudo-sequence HLA-A11:01. The binding affinity (normalized) is 0.228. (7) The peptide sequence is WTLETLPRV. The MHC is HLA-B40:01 with pseudo-sequence HLA-B40:01. The binding affinity (normalized) is 0.0847.